From a dataset of Reaction yield outcomes from USPTO patents with 853,638 reactions. Predict the reaction yield, written as a fraction of the theoretical maximum amount of product (1.0 means a 100% yield; for example, 0.34 means a 34% yield). (1) The reactants are [F:1][C:2]1[CH:3]=[C:4]([C:9]2[C:17]3[C:12](=[CH:13][C:14]([OH:18])=[CH:15][CH:16]=3)[C:11](=[O:19])[C:10]=2[C:20]2[CH:21]=[N:22][CH:23]=[CH:24][CH:25]=2)[CH:5]=[C:6]([F:8])[CH:7]=1.BrC1C(=O)C2C(C=1C1C=CC=CC=1)=CC=C(O)C=2.O[CH2:45][CH2:46][CH:47]1[CH2:52][CH2:51][N:50]([C:53]([O:55][C:56]([CH3:59])([CH3:58])[CH3:57])=[O:54])[CH2:49][CH2:48]1.C1C=CC(P(C2C=CC=CC=2)C2C=CC=CC=2)=CC=1.CC(OC(/N=N/C(OC(C)C)=O)=O)C. The product is [F:8][C:6]1[CH:5]=[C:4]([C:9]2[C:17]3[C:12](=[CH:13][C:14]([O:18][CH2:45][CH2:46][CH:47]4[CH2:48][CH2:49][N:50]([C:53]([O:55][C:56]([CH3:57])([CH3:59])[CH3:58])=[O:54])[CH2:51][CH2:52]4)=[CH:15][CH:16]=3)[C:11](=[O:19])[C:10]=2[C:20]2[CH:21]=[N:22][CH:23]=[CH:24][CH:25]=2)[CH:3]=[C:2]([F:1])[CH:7]=1. The yield is 0.660. No catalyst specified. (2) The reactants are [CH2:1]([N:8]([CH2:17][C:18]1[CH:23]=[CH:22][C:21]([C:24]([O:26][CH3:27])=[O:25])=[CH:20][CH:19]=1)[C:9]1[CH:14]=[CH:13][CH:12]=[C:11]([NH2:15])[C:10]=1[CH3:16])[C:2]1[CH:7]=[CH:6][CH:5]=[CH:4][CH:3]=1.[CH3:28][S:29](Cl)(=[O:31])=[O:30]. The catalyst is N1C=CC=CC=1. The product is [CH2:1]([N:8]([CH2:17][C:18]1[CH:19]=[CH:20][C:21]([C:24]([O:26][CH3:27])=[O:25])=[CH:22][CH:23]=1)[C:9]1[C:10]([CH3:16])=[C:11]([NH:15][S:29]([CH3:28])(=[O:31])=[O:30])[CH:12]=[CH:13][CH:14]=1)[C:2]1[CH:3]=[CH:4][CH:5]=[CH:6][CH:7]=1. The yield is 0.830. (3) The reactants are [C:1]([NH:9][CH:10]([C:16]#[N:17])[C:11]([O:13][CH2:14][CH3:15])=[O:12])(=O)[C:2]1[CH:7]=[CH:6][CH:5]=[CH:4][CH:3]=1.COC1C=CC(P2(SP(C3C=CC(OC)=CC=3)(=S)S2)=[S:27])=CC=1. The catalyst is N1C=CC=CC=1. The product is [NH2:17][C:16]1[S:27][C:1]([C:2]2[CH:7]=[CH:6][CH:5]=[CH:4][CH:3]=2)=[N:9][C:10]=1[C:11]([O:13][CH2:14][CH3:15])=[O:12]. The yield is 0.400. (4) The reactants are [Cl:1][C:2]1[C:3]([F:33])=[C:4]([CH:8]2[C:12]([C:15]3[CH:20]=[CH:19][C:18]([Cl:21])=[CH:17][C:16]=3[F:22])([C:13]#[N:14])[CH:11]([CH2:23][C:24]([CH3:29])([CH3:28])[CH2:25][CH2:26][OH:27])[NH:10][CH:9]2[C:30]([OH:32])=O)[CH:5]=[CH:6][CH:7]=1.[NH2:34][C:35]1[CH:39]=[CH:38][N:37]([CH2:40][C:41]([CH3:44])([OH:43])[CH3:42])[N:36]=1.CN(C(ON1N=NC2C=CC=NC1=2)=[N+](C)C)C.F[P-](F)(F)(F)(F)F.CCN(C(C)C)C(C)C. The catalyst is C(Cl)Cl. The product is [OH:43][C:41]([CH3:44])([CH3:42])[CH2:40][N:37]1[CH:38]=[CH:39][C:35]([NH:34][C:30]([CH:9]2[CH:8]([C:4]3[CH:5]=[CH:6][CH:7]=[C:2]([Cl:1])[C:3]=3[F:33])[C:12]([C:15]3[CH:20]=[CH:19][C:18]([Cl:21])=[CH:17][C:16]=3[F:22])([C:13]#[N:14])[CH:11]([CH2:23][C:24]([CH3:29])([CH3:28])[CH2:25][CH2:26][OH:27])[NH:10]2)=[O:32])=[N:36]1. The yield is 0.550. (5) The reactants are [CH2:1]([C:3]1[N:4]=[C:5]([CH3:25])[NH:6][C:7](=[O:24])[C:8]=1[CH2:9][C:10]1[CH:15]=[CH:14][C:13]([C:16]2[C:17]([C:22]#[N:23])=[CH:18][CH:19]=[CH:20][CH:21]=2)=[CH:12][CH:11]=1)[CH3:2].[CH3:26][CH:27]1[CH2:31][C:30]2[CH:32]=[C:33](B(O)O)[CH:34]=[CH:35][C:29]=2[O:28]1.C(N(CC)CC)C.N1C=CC=CC=1. The catalyst is C([O-])(=O)C.[Cu+2].C([O-])(=O)C.C(OCC)(=O)C.C(Cl)Cl. The product is [CH2:1]([C:3]1[N:4]=[C:5]([CH3:25])[N:6]([C:33]2[CH:34]=[CH:35][C:29]3[O:28][CH:27]([CH3:26])[CH2:31][C:30]=3[CH:32]=2)[C:7](=[O:24])[C:8]=1[CH2:9][C:10]1[CH:15]=[CH:14][C:13]([C:16]2[C:17]([C:22]#[N:23])=[CH:18][CH:19]=[CH:20][CH:21]=2)=[CH:12][CH:11]=1)[CH3:2]. The yield is 0.780.